Dataset: Full USPTO retrosynthesis dataset with 1.9M reactions from patents (1976-2016). Task: Predict the reactants needed to synthesize the given product. (1) Given the product [C:1]([O:5][C:6](=[O:7])[NH:8][C@H:9]([CH2:29][C:30]1[CH:35]=[C:34]([F:36])[C:33]([F:37])=[CH:32][C:31]=1[F:38])[CH2:10][C:11]([N:13]1[CH2:18][CH:17]([C:44](=[O:43])[NH2:48])[N:16]2[C:19]([C:25]([F:27])([F:28])[F:26])=[N:20][C:21]([CH2:39][CH2:40][CH3:41])=[C:15]2[CH2:14]1)=[O:12])([CH3:2])([CH3:4])[CH3:3], predict the reactants needed to synthesize it. The reactants are: [C:1]([O:5][C:6]([NH:8][C@H:9]([CH2:29][C:30]1[CH:35]=[C:34]([F:36])[C:33]([F:37])=[CH:32][C:31]=1[F:38])[CH2:10][C:11]([N:13]1[CH2:18][CH2:17][N:16]2[C:19]([C:25]([F:28])([F:27])[F:26])=[N:20][C:21](C(O)=O)=[C:15]2[CH2:14]1)=[O:12])=[O:7])([CH3:4])([CH3:3])[CH3:2].[CH2:39](N)[CH2:40][CH3:41].[O:43]=[C:44]1[N:48](P(Cl)(N2CCOC2=O)=O)CCO1.C(N(CC)CC)C. (2) Given the product [Cl:27][C:26]([Cl:29])([Cl:28])[CH2:25][O:24][C:22](=[O:23])[NH:1][C:2]1[N:6]([C:7]2[CH:12]=[CH:11][C:10]([CH2:13][OH:14])=[CH:9][CH:8]=2)[N:5]=[C:4]([C:15]([CH3:18])([CH3:17])[CH3:16])[CH:3]=1, predict the reactants needed to synthesize it. The reactants are: [NH2:1][C:2]1[N:6]([C:7]2[CH:12]=[CH:11][C:10]([CH2:13][OH:14])=[CH:9][CH:8]=2)[N:5]=[C:4]([C:15]([CH3:18])([CH3:17])[CH3:16])[CH:3]=1.[OH-].[Na+].Cl[C:22]([O:24][CH2:25][C:26]([Cl:29])([Cl:28])[Cl:27])=[O:23]. (3) Given the product [Cl:1][C:2]1[CH:10]=[C:9]2[NH:8][C:7](=[O:11])[C:6]3([CH:12]([CH2:13][C:14]([CH3:17])([CH3:16])[CH3:15])[CH2:28][C:27](=[O:29])[NH:26][CH:25]3[C:23]3[CH:24]=[C:19]([F:18])[CH:20]=[CH:21][C:22]=3[CH3:34])[C:5]2=[CH:4][CH:3]=1, predict the reactants needed to synthesize it. The reactants are: [Cl:1][C:2]1[CH:10]=[C:9]2[C:5](/[C:6](=[CH:12]/[CH2:13][C:14]([CH3:17])([CH3:16])[CH3:15])/[C:7](=[O:11])[NH:8]2)=[CH:4][CH:3]=1.[F:18][C:19]1[CH:20]=[CH:21][C:22]([CH3:34])=[C:23]([CH:25]=[N:26][C:27]([O:29][Si](C)(C)C)=[CH2:28])[CH:24]=1. (4) Given the product [CH3:14][C:15]1([CH3:21])[CH2:19][N:18]([C:2]2[CH:7]=[CH:6][C:5]([C:8]#[C:9][Si:10]([CH3:13])([CH3:12])[CH3:11])=[CH:4][N:3]=2)[C:17](=[O:20])[CH2:16]1, predict the reactants needed to synthesize it. The reactants are: Br[C:2]1[CH:7]=[CH:6][C:5]([C:8]#[C:9][Si:10]([CH3:13])([CH3:12])[CH3:11])=[CH:4][N:3]=1.[CH3:14][C:15]1([CH3:21])[CH2:19][NH:18][C:17](=[O:20])[CH2:16]1.C(=O)([O-])[O-].[Cs+].[Cs+]. (5) The reactants are: C(O[C:9]([N:11]([CH2:13][CH2:14][C:15]([N:17]1[CH2:26][CH2:25][C:24]2[C:19](=[CH:20][C:21]([O:29][CH3:30])=[C:22]([O:27][CH3:28])[CH:23]=2)[C:18]21[CH2:35][CH2:34][CH:33]([C:36]([N:38]1[CH2:43][CH2:42][N:41]([C:44]3[N:49]=[CH:48][N:47]=[C:46]4[N:50]([CH2:53][C:54]5[CH:59]=[CH:58][N:57]=[CH:56][CH:55]=5)[N:51]=[CH:52][C:45]=34)[CH2:40][CH2:39]1)=[O:37])[CH2:32][CH:31]2[CH:60]1[C:69]2[C:64](=[CH:65][C:66]([O:72][CH3:73])=[C:67]([O:70][CH3:71])[CH:68]=2)[CH2:63][CH2:62][N:61]1[CH2:74][CH3:75])=[O:16])C)=O)C1C=CC=CC=1.I[Si](C)(C)C.Cl. Given the product [CH3:9][NH:11][CH2:13][CH2:14][C:15]([N:17]1[CH2:26][CH2:25][C:24]2[C:19](=[CH:20][C:21]([O:29][CH3:30])=[C:22]([O:27][CH3:28])[CH:23]=2)[C:18]21[CH2:35][CH2:34][CH:33]([C:36]([N:38]1[CH2:39][CH2:40][N:41]([C:44]3[N:49]=[CH:48][N:47]=[C:46]4[N:50]([CH2:53][C:54]5[CH:59]=[CH:58][N:57]=[CH:56][CH:55]=5)[N:51]=[CH:52][C:45]=34)[CH2:42][CH2:43]1)=[O:37])[CH2:32][CH:31]2[CH:60]1[C:69]2[C:64](=[CH:65][C:66]([O:72][CH3:73])=[C:67]([O:70][CH3:71])[CH:68]=2)[CH2:63][CH2:62][N:61]1[CH2:74][CH3:75])=[O:16], predict the reactants needed to synthesize it. (6) Given the product [CH2:1]([C:8]1([C:21]([N:37]=[N+:38]=[N-:39])=[O:23])[CH2:9][CH:10]2[CH2:14][N:13]([C:15](=[O:19])[N:16]([CH3:17])[CH3:18])[CH2:12][CH:11]2[CH2:20]1)[C:2]1[CH:3]=[CH:4][CH:5]=[CH:6][CH:7]=1, predict the reactants needed to synthesize it. The reactants are: [CH2:1]([C:8]1([C:21]([OH:23])=O)[CH2:20][CH:11]2[CH2:12][N:13]([C:15](=[O:19])[N:16]([CH3:18])[CH3:17])[CH2:14][CH:10]2[CH2:9]1)[C:2]1[CH:7]=[CH:6][CH:5]=[CH:4][CH:3]=1.C(N(CC)CC)C.ClC(OCC)=O.[N-:37]=[N+:38]=[N-:39].[Na+]. (7) Given the product [OH:26][NH:8][C:9]1([CH3:25])[C:13](=[O:14])[N:12]([CH3:15])[N:11]=[C:10]1[C:16]1[CH:17]=[CH:18][C:19]([S:22]([CH3:24])=[O:23])=[CH:20][CH:21]=1, predict the reactants needed to synthesize it. The reactants are: C(OC([N:8]([O:26]C(OC(C)(C)C)=O)[C:9]1([CH3:25])[C:13](=[O:14])[N:12]([CH3:15])[N:11]=[C:10]1[C:16]1[CH:21]=[CH:20][C:19]([S:22]([CH3:24])=[O:23])=[CH:18][CH:17]=1)=O)(C)(C)C.